From a dataset of Full USPTO retrosynthesis dataset with 1.9M reactions from patents (1976-2016). Predict the reactants needed to synthesize the given product. Given the product [F:1][C:2]([F:7])([F:6])[C:3]([NH:26][C:17]1[CH:18]=[N:19][C:20]2[C:25]([C:16]=1[NH:15][CH2:14][CH2:13][CH2:12][CH2:11][CH2:10][S:9][CH3:8])=[CH:24][CH:23]=[CH:22][CH:21]=2)=[O:4], predict the reactants needed to synthesize it. The reactants are: [F:1][C:2]([F:7])([F:6])[C:3](Cl)=[O:4].[CH3:8][S:9][CH2:10][CH2:11][CH2:12][CH2:13][CH2:14][NH:15][C:16]1[C:25]2[C:20](=[CH:21][CH:22]=[CH:23][CH:24]=2)[N:19]=[CH:18][C:17]=1[NH2:26].